Dataset: Forward reaction prediction with 1.9M reactions from USPTO patents (1976-2016). Task: Predict the product of the given reaction. (1) Given the reactants IC.[NH:3]1[C:7]([C:8](=[O:10])[CH3:9])=[CH:6][CH:5]=[N:4]1.[C:11](=O)([O-])[O-].[K+].[K+].O, predict the reaction product. The product is: [CH3:11][N:3]1[C:7]([C:8](=[O:10])[CH3:9])=[CH:6][CH:5]=[N:4]1. (2) Given the reactants C(OC([NH:8][C@@H:9]([CH2:25][C:26]1[CH:31]=[CH:30][C:29]([OH:32])=[C:28]([OH:33])[CH:27]=1)[C:10]([O:12][CH2:13][C@H:14]([O:16][C:17]([C:19]1[CH:24]=[CH:23][CH:22]=[CH:21][CH:20]=1)=[O:18])[CH3:15])=[O:11])=O)(C)(C)C.Cl.O1CCOCC1.[CH3:41][S:42]([OH:45])(=[O:44])=[O:43], predict the reaction product. The product is: [S:42]([OH:45])(=[O:44])(=[O:43])[CH3:41].[NH2:8][C@@H:9]([CH2:25][C:26]1[CH:31]=[CH:30][C:29]([OH:32])=[C:28]([OH:33])[CH:27]=1)[C:10]([O:12][CH2:13][C@H:14]([O:16][C:17]([C:19]1[CH:24]=[CH:23][CH:22]=[CH:21][CH:20]=1)=[O:18])[CH3:15])=[O:11]. (3) Given the reactants [N:1]([CH2:4][C@H:5]1[CH:14]=[CH:13][C:12]2[C:7](=[C:8]([C:15]3[C:20]([Cl:21])=[CH:19][CH:18]=[CH:17][C:16]=3[Cl:22])[CH:9]=[CH:10][CH:11]=2)[O:6]1)=[N+]=[N-].C1(P(C2C=CC=CC=2)C2C=CC=CC=2)C=CC=CC=1, predict the reaction product. The product is: [Cl:22][C:16]1[CH:17]=[CH:18][CH:19]=[C:20]([Cl:21])[C:15]=1[C:8]1[CH:9]=[CH:10][CH:11]=[C:12]2[C:7]=1[O:6][C@@H:5]([CH2:4][NH2:1])[CH:14]=[CH:13]2. (4) Given the reactants C([N:5]1[C:9](=[O:10])[C:8]([NH:11][CH2:12][CH2:13][CH2:14][CH2:15][C:16]2[CH:21]=[CH:20][CH:19]=[CH:18][CH:17]=2)=[C:7]([C:22]2[CH:27]=[CH:26][CH:25]=[CH:24][CH:23]=2)[S:6]1(=[O:29])=[O:28])(C)(C)C.C(=O)([O-])[O-].[K+].[K+].[F:36][C:37]1[CH:38]=[C:39]([CH:43]=[CH:44][CH:45]=1)[CH2:40][CH2:41]Br, predict the reaction product. The product is: [F:36][C:37]1[CH:38]=[C:39]([CH2:40][CH2:41][N:5]2[C:9](=[O:10])[C:8]([NH:11][CH2:12][CH2:13][CH2:14][CH2:15][C:16]3[CH:21]=[CH:20][CH:19]=[CH:18][CH:17]=3)=[C:7]([C:22]3[CH:27]=[CH:26][CH:25]=[CH:24][CH:23]=3)[S:6]2(=[O:28])=[O:29])[CH:43]=[CH:44][CH:45]=1. (5) The product is: [ClH:2].[ClH:2].[NH2:3][CH:4]1[CH2:5][CH2:6][N:7]([C:10]2[CH:11]=[CH:12][C:13]([C:16]([N:18]([CH2:19][CH3:20])[CH2:23][CH3:24])=[O:17])=[CH:14][CH:15]=2)[CH2:8][CH2:9]1. Given the reactants O.[ClH:2].[NH2:3][CH:4]1[CH2:9][CH2:8][N:7]([C:10]2[CH:15]=[CH:14][C:13]([C:16]([NH:18][CH2:19][CH2:20]CC)=[O:17])=[CH:12][CH:11]=2)[CH2:6][CH2:5]1.[C:23](OC(NC1CCN(C2C=CC(C(NCCCC)=O)=CC=2)CC1)=O)(C)(C)[CH3:24], predict the reaction product. (6) Given the reactants [Cl:1][C:2]1[CH:7]=[CH:6][C:5]([C:8]2[O:9][C:10]([C:18]([OH:20])=[O:19])=[C:11]([CH2:13][O:14][CH2:15][O:16][CH3:17])[N:12]=2)=[CH:4][CH:3]=1.[CH3:21][Si](C=[N+]=[N-])(C)C, predict the reaction product. The product is: [Cl:1][C:2]1[CH:7]=[CH:6][C:5]([C:8]2[O:9][C:10]([C:18]([O:20][CH3:21])=[O:19])=[C:11]([CH2:13][O:14][CH2:15][O:16][CH3:17])[N:12]=2)=[CH:4][CH:3]=1. (7) The product is: [Br:1][C:2]1[CH:3]=[CH:14][C:5]([NH:12][CH:9]([CH3:11])[CH3:10])=[N:6][CH:7]=1. Given the reactants [Br:1][C:2]1[CH:3]=N[C:5](Cl)=[N:6][CH:7]=1.[CH:9]([NH2:12])([CH3:11])[CH3:10].Cl.[CH2:14]1COCC1, predict the reaction product.